From a dataset of Full USPTO retrosynthesis dataset with 1.9M reactions from patents (1976-2016). Predict the reactants needed to synthesize the given product. (1) Given the product [F:8][C:9]1[C:14]([O:5][C:4](=[O:6])[CH2:3][N:2]([CH3:7])[CH3:1])=[C:13]([F:16])[C:12]([F:17])=[C:11]([F:18])[C:10]=1[F:19], predict the reactants needed to synthesize it. The reactants are: [CH3:1][N:2]([CH3:7])[CH2:3][C:4]([OH:6])=[O:5].[F:8][C:9]1[C:14](O)=[C:13]([F:16])[C:12]([F:17])=[C:11]([F:18])[C:10]=1[F:19].C1(N=C=NC2CCCCC2)CCCCC1. (2) Given the product [F:16][C:17]([F:36])([F:35])[S:18]([O:14][C:11]1[CH2:10][CH2:9][C:8]([C:3]2[C:2]([Cl:1])=[CH:7][CH:6]=[CH:5][N:4]=2)([F:15])[CH2:13][CH:12]=1)(=[O:20])=[O:19], predict the reactants needed to synthesize it. The reactants are: [Cl:1][C:2]1[C:3]([C:8]2([F:15])[CH2:13][CH2:12][C:11](=[O:14])[CH2:10][CH2:9]2)=[N:4][CH:5]=[CH:6][CH:7]=1.[F:16][C:17]([F:36])([F:35])[S:18](N(C1C=CC=CC=1)[S:18]([C:17]([F:36])([F:35])[F:16])(=[O:20])=[O:19])(=[O:20])=[O:19].C[Si]([N-][Si](C)(C)C)(C)C.[Li+].